Predict the reactants needed to synthesize the given product. From a dataset of Full USPTO retrosynthesis dataset with 1.9M reactions from patents (1976-2016). (1) Given the product [NH:8]1[CH2:11][CH:10]([O:12][C:13]2[CH:18]=[C:17]([F:19])[CH:16]=[CH:15][C:14]=2[C:20]([N:22]2[CH2:36][C:25]3=[C:26]4[N:31]([N:32]=[C:24]3[CH2:23]2)[C:30]([CH3:33])=[C:29]([Cl:34])[C:28]([CH3:35])=[N:27]4)=[O:21])[CH2:9]1, predict the reactants needed to synthesize it. The reactants are: C(OC([N:8]1[CH2:11][CH:10]([O:12][C:13]2[CH:18]=[C:17]([F:19])[CH:16]=[CH:15][C:14]=2[C:20]([N:22]2[CH2:36][C:25]3=[C:26]4[N:31]([N:32]=[C:24]3[CH2:23]2)[C:30]([CH3:33])=[C:29]([Cl:34])[C:28]([CH3:35])=[N:27]4)=[O:21])[CH2:9]1)=O)(C)(C)C.C(O)(C(F)(F)F)=O. (2) Given the product [OH:24][C:23]1[CH:25]=[CH:26][CH:27]=[CH:28][C:22]=1[C:21](=[O:29])[CH2:14][C:13]([O:16][C:17]([CH3:20])([CH3:19])[CH3:18])=[O:15], predict the reactants needed to synthesize it. The reactants are: C(NC(C)C)(C)C.[Li]CCCC.[C:13]([O:16][C:17]([CH3:20])([CH3:19])[CH3:18])(=[O:15])[CH3:14].[C:21](OCC)(=[O:29])[C:22]1[C:23](=[CH:25][CH:26]=[CH:27][CH:28]=1)[OH:24]. (3) Given the product [Cl:1][C:2]1[CH:24]=[C:23]([Cl:25])[CH:22]=[CH:21][C:3]=1[CH2:4][N:5]1[C:9](/[CH:10]=[CH:11]/[C:12]([OH:14])=[O:13])=[CH:8][C:7]([O:17][CH:18]([CH3:19])[CH3:20])=[N:6]1, predict the reactants needed to synthesize it. The reactants are: [Cl:1][C:2]1[CH:24]=[C:23]([Cl:25])[CH:22]=[CH:21][C:3]=1[CH2:4][N:5]1[C:9](/[CH:10]=[CH:11]/[C:12]([O:14]CC)=[O:13])=[CH:8][C:7]([O:17][CH:18]([CH3:20])[CH3:19])=[N:6]1.[OH-].[Na+].O1CCCC1. (4) Given the product [Cl:1][C:2]1[CH:10]=[CH:9][C:8]2[N:7]([CH2:25][CH2:24][C:21]3[CH:20]=[N:19][C:18]([O:17][CH3:16])=[CH:23][CH:22]=3)[C:6]3[CH2:11][CH2:12][N:13]([CH3:15])[CH2:14][C:5]=3[C:4]=2[CH:3]=1, predict the reactants needed to synthesize it. The reactants are: [Cl:1][C:2]1[CH:10]=[CH:9][C:8]2[NH:7][C:6]3[CH2:11][CH2:12][N:13]([CH3:15])[CH2:14][C:5]=3[C:4]=2[CH:3]=1.[CH3:16][O:17][C:18]1[CH:23]=[CH:22][C:21]([CH:24]=[CH2:25])=[CH:20][N:19]=1.[OH-].[K+].